From a dataset of Full USPTO retrosynthesis dataset with 1.9M reactions from patents (1976-2016). Predict the reactants needed to synthesize the given product. (1) Given the product [C:10]([C@@H:6]1[CH2:7][CH2:8][CH2:9][N:5]1[C:3](=[O:4])[CH2:2][NH:12][C@@H:13]([CH2:24][CH:25]([CH3:27])[CH3:26])[C:14]([N:16]1[CH2:20][CH2:19][CH2:18][C@H:17]1[C:21]([NH2:23])=[O:22])=[O:15])#[N:11], predict the reactants needed to synthesize it. The reactants are: Br[CH2:2][C:3]([N:5]1[CH2:9][CH2:8][CH2:7][C@H:6]1[C:10]#[N:11])=[O:4].[NH2:12][CH:13]([CH2:24][CH:25]([CH3:27])[CH3:26])[C:14]([N:16]1[CH2:20][CH2:19][CH2:18][CH:17]1[C:21]([NH2:23])=[O:22])=[O:15]. (2) Given the product [Cl:25][C:11]1[N:12]=[C:13]([N:28]2[CH2:33][CH2:32][O:31][CH2:30][CH2:29]2)[C:8]2[O:7][C:6]3[N:16]=[C:2]([CH3:1])[CH:3]=[CH:4][C:5]=3[C:9]=2[N:10]=1, predict the reactants needed to synthesize it. The reactants are: [CH3:1][C:2]1[CH:3]=[CH:4][C:5]2[C:9]3[NH:10][C:11](=O)[NH:12][C:13](=O)[C:8]=3[O:7][C:6]=2[N:16]=1.P(Cl)(Cl)(Cl)(Cl)Cl.O=P(Cl)(Cl)[Cl:25].[NH:28]1[CH2:33][CH2:32][O:31][CH2:30][CH2:29]1. (3) Given the product [Cl:3][C:4]1[CH:5]=[CH:6][C:7]([C:10]([C:20]2[CH:21]=[CH:22][C:23]([NH2:26])=[CH:24][CH:25]=2)([O:15][Si:16]([CH3:19])([CH3:17])[CH3:18])[C:11]([F:14])([F:13])[F:12])=[CH:8][CH:9]=1, predict the reactants needed to synthesize it. The reactants are: [BH4-].[Na+].[Cl:3][C:4]1[CH:9]=[CH:8][C:7]([C:10]([C:20]2[CH:25]=[CH:24][C:23]([N+:26]([O-])=O)=[CH:22][CH:21]=2)([O:15][Si:16]([CH3:19])([CH3:18])[CH3:17])[C:11]([F:14])([F:13])[F:12])=[CH:6][CH:5]=1. (4) Given the product [CH3:1][O:2][C:3]([C@H:5]1[CH2:9][C@@H:8]([O:10][CH3:34])[CH2:7][N:6]1[C:11]([C:24]1[CH:29]=[CH:28][CH:27]=[CH:26][CH:25]=1)([C:12]1[CH:17]=[CH:16][CH:15]=[CH:14][CH:13]=1)[C:18]1[CH:19]=[CH:20][CH:21]=[CH:22][CH:23]=1)=[O:4], predict the reactants needed to synthesize it. The reactants are: [CH3:1][O:2][C:3]([C@H:5]1[CH2:9][C@@H:8]([OH:10])[CH2:7][N:6]1[C:11]([C:24]1[CH:29]=[CH:28][CH:27]=[CH:26][CH:25]=1)([C:18]1[CH:23]=[CH:22][CH:21]=[CH:20][CH:19]=1)[C:12]1[CH:17]=[CH:16][CH:15]=[CH:14][CH:13]=1)=[O:4].CI.[H-].[Na+].[CH3:34]COC(C)=O. (5) The reactants are: [Si:1]([CH:18]([OH:25])[C@H:19]1[O:23][C:22](=[O:24])[CH2:21][CH2:20]1)([C:14]([CH3:17])([CH3:16])[CH3:15])([C:8]1[CH:13]=[CH:12][CH:11]=[CH:10][CH:9]=1)[C:2]1[CH:7]=[CH:6][CH:5]=[CH:4][CH:3]=1.C[Si]([N-][Si](C)(C)C)(C)C.[Li+].[Si](Cl)(C)(C)C.[C:41]1([Se:47]Br)[CH:46]=[CH:45][CH:44]=[CH:43][CH:42]=1. Given the product [Si:1]([CH:18]([OH:25])[C@H:19]1[O:23][C:22](=[O:24])[C@H:21]([Se:47][C:41]2[CH:46]=[CH:45][CH:44]=[CH:43][CH:42]=2)[CH2:20]1)([C:14]([CH3:17])([CH3:15])[CH3:16])([C:8]1[CH:13]=[CH:12][CH:11]=[CH:10][CH:9]=1)[C:2]1[CH:7]=[CH:6][CH:5]=[CH:4][CH:3]=1, predict the reactants needed to synthesize it. (6) Given the product [C:38]([O:42][C:43](=[O:59])[NH:44][C:45]1([C:49]2[CH:54]=[CH:53][C:52]([C:55]3[N:56]=[C:6]([C:5]4[CH:9]=[CH:10][C:11]([O:12][CH:13]([CH3:15])[CH3:14])=[C:3]([C:1]#[N:2])[CH:4]=4)[O:8][N:58]=3)=[CH:51][CH:50]=2)[CH2:46][O:47][CH2:48]1)([CH3:41])([CH3:39])[CH3:40], predict the reactants needed to synthesize it. The reactants are: [C:1]([C:3]1[CH:4]=[C:5]([CH:9]=[CH:10][C:11]=1[O:12][CH:13]([CH3:15])[CH3:14])[C:6]([OH:8])=O)#[N:2].CCN=C=NCCCN(C)C.Cl.C1C=CC2N(O)N=NC=2C=1.[C:38]([O:42][C:43](=[O:59])[NH:44][C:45]1([C:49]2[CH:54]=[CH:53][C:52]([C:55](=[NH:58])[NH:56]O)=[CH:51][CH:50]=2)[CH2:48][O:47][CH2:46]1)([CH3:41])([CH3:40])[CH3:39].